This data is from Experimentally validated miRNA-target interactions with 360,000+ pairs, plus equal number of negative samples. The task is: Binary Classification. Given a miRNA mature sequence and a target amino acid sequence, predict their likelihood of interaction. (1) The miRNA is hsa-miR-3662 with sequence GAAAAUGAUGAGUAGUGACUGAUG. The protein sequence of the target gene is MYGFVNHALELLVIRNYGPEVWEDIKKEAQLDEEGQFLVRIIYDDSKTYDLVAAASKVLNLNAGEILQMFGKMFFVFCQESGYDTILRVLGSNVREFLQNLDALHDHLATIYPGMRAPSFRCTDAEKGKGLILHYYSEREGLQDIVIGIIKTVAQQIHGTEIDMKVIQQRNEECDHTQFLIEEKESKEEDFYEDLDRFEENGTQESRISPYTFCKAFPFHIIFDRNLVVTQCGNAIYRVLPQLQPGNCSLLSVFSLVRPHIDISFHGILSHINTVFVLRSKEGLLDVEKLECEDELTGAE.... Result: 0 (no interaction). (2) The miRNA is hsa-miR-940 with sequence AAGGCAGGGCCCCCGCUCCCC. The protein sequence of the target gene is MAGAAEDVRVLFGAAVRAALEAWPALQIAVENGFGGVHSQEKAEWLGGAVEDYFIANADLELEEIEDFLGELMTTEFDTVVEDGSLPQVSQQLQTMFHHFQKGDGAALQEMTSQINQKKCKVTATPLMTAKETDVAEDDVDSVEEMEVTATNDGATTDEVCPQPQPSDPDTQTIKEEDIVEDGWTIVRRKK. Result: 0 (no interaction). (3) The miRNA is hsa-miR-4800-5p with sequence AGUGGACCGAGGAAGGAAGGA. The protein sequence of the target gene is MDKPRKENEEEPQSRPRPMRRGLRWSTLPKSSPPRSSLRRSSPRRRSSFLRSSCLSSCLRCSSRRTPSAGLSRKDLFEGRPPMEQPPCGVGKHKLEEGSFKERLARSRPQFRGDIHGRNLSNEEMIQAADELEEMKRVRNKLMIMHWKAKRSRPYPI. Result: 0 (no interaction). (4) The miRNA is hsa-miR-1468-3p with sequence AGCAAAAUAAGCAAAUGGAAAA. The protein sequence of the target gene is MSSGRRRGSAPWHSFSRFFAPRSPSRDKEEEEEERPGTSPPPAPGRSAASVENEPMSTSQKKENVLSSEAVKIRQSEDKRNHAEKPVTLPVQEDPKKAYDLSSSTSDTKIGESDRQPKESFFQFLGNLFNISGKSSLGEAKQSSFKDDQDKTEKDLQNPSDHHEDGIKREREIFSGSLRTQTHPTEEQDSNSSELSDAFSLDTTQDSDQETTNLLKQIDGKPEKPSVTYATYRGPRHIGKYLKQQTGLATVNTLDRENESSDSSTNRHIDPGSEIEAGVLPLLLSASTDSSMKGNLLEGP.... Result: 1 (interaction). (5) The miRNA is hsa-miR-6763-3p with sequence CUCCCCGGCCUCUGCCCCCAG. The protein sequence of the target gene is MAETVSPLKHFVLAKKAITAIFGQLLEFVTEGSHFVEATYRNPELDRIASEDDLVEIQGYRNKLAVIGEVLSRRHMKVAFFGRTSSGKSSVINAMLWDKVLPSGIGHTTNCFLSVEGTDGDKAYLMTEGSDEKKSVKTVNQLAHALHMDKDLKAGCLVHVFWPKAKCALLRDDLVLVDSPGTDVTTELDIWIDKFCLDADVFVLVANSESTLMNTEKHFFHKVNERLSKPNIFILNNRWDASASEPEYMEDVRRQHMERCLHFLVEELKVVSPSEARNRIFFVSAKEVLNSRKHKAQGMP.... Result: 0 (no interaction). (6) The miRNA is mmu-miR-187-3p with sequence UCGUGUCUUGUGUUGCAGCCGG. The protein sequence of the target gene is MRGAASASVREPTPLPGRGAPRTKPRAGRGPTVGTPATLALPARGRPRSRNGLASKGQRGAAPTGPGHRALPSRDTALPQERNKKLEAVGTGIEPKAMSQGLVTFGDVAVDFSQEEWEWLNPIQRNLYRKVMLENYRNLASLGLCVSKPDVISSLEQGKEPWTVKRKMTRAWCPDLKAVWKIKELPLKKDFCEGKLSQAVITERLTSYNLEYSLLGEHWDYDALFETQPGLVTIKNLAVDFRQQLHPAQKNFCKNGIWENNSDLGSAGHCVAKPDLVSLLEQEKEPWMVKRELTGSLFSG.... Result: 0 (no interaction). (7) The miRNA is mmu-miR-466m-3p with sequence UACAUACACACAUACACACGCA. The protein sequence of the target gene is MRTLRRLKFMSSPSLSDLGKREPGAAGTDERGTQQRRACANATWNSIHNGVIAVFQRKGLPDQELFILNEGVRQLLKTELGSFFTEYLQNQLLTKGMVILRDKIRFYEGQKLLDSLAETWDFFFSDVLPTLQAIFYPVQGKEPSVRQLALLHFRNTITLSVKLEDALARSHARVPPAIAQMLLVLQGVHESRGVTEDYLRLETLIQKVVSPYLGTYGLYSNEGPCTHSCILEKRFLRRSRSGDILAKNPVVRSKSYNTPLLNPVAEHEAEGTAASGTSIRRHSVSEMTSCPEPQGFVDTP.... Result: 1 (interaction). (8) The miRNA is hsa-miR-371b-5p with sequence ACUCAAAAGAUGGCGGCACUUU. The protein sequence of the target gene is MSGKRKRVVLTIKDKLDIIKKLEDGGSSKQLAVIYGIGETTVRDIRKNKEKIITYASSSDSTSLLAKRKSMKPSMYEELDRAMLEWFNQQRAKGNPISGPICAKRAEFFFYALGMDGDFNPSAGWLTRFKQRHSIREINIRNERLNGDETAVEDFCNNFRDFIERENLQPEQIYNADETGLFWKCLPSRISVIKGKCTVPGHKSIEERVTIMCCANATGLHKLKLCVVGKAKKPRSFKSTDTLNLPVSYFSQKGAWMDLSIFRQWFDKIFVPQVREYLRSKGLQEKAVLLLDNSPTHPNE.... Result: 1 (interaction). (9) The miRNA is hsa-miR-6803-3p with sequence UCCCUCGCCUUCUCACCCUCAG. The protein sequence of the target gene is MARSPGDRCALLLLVQLLAVVCLDFGNGLHLEVFSPRNEGKPFPKHTHLVRQKRAWITAPVALREGEDLSRKNPIAKIHSDLAEEKGIKITYKYTGKGITEPPFGIFVFDRNTGELNITSILDREETPYFLLTGYALDSRGNNLEKPLELRIKVLDINDNEPVFTQEVFVGSIEELSAAHTLVMKITATDADDPETLNAKVSYRIVSQEPANSHMFYLNKDTGEIYTTSFTLDREEHSSYSLTVEARDGNGQITDKPVQQAQVQIRILDVNDNIPVVENKMYEGTVEENQVNVEVMRIKV.... Result: 0 (no interaction). (10) The miRNA is hsa-miR-766-5p with sequence AGGAGGAAUUGGUGCUGGUCUU. The protein sequence of the target gene is MVKCCSAIGCASRCLPNSKLKGLTFHVFPTDENIKRKWVLAMKRLDVNAAGIWEPKKGDVLCSRHFKKTDFDRSAPNIKLKPGVIPSIFDSPYHLQGKREKLHCRKNFTLKTVPATNYNHHLVGASSCIEEFQSQFIFEHSYSVMDSPKKLKHKLDHVIGELEDTKESLRNVLDREKRFQKSLRKTIRELKDECLISQETANRLDTFCWDCCQESIEQDYIS. Result: 0 (no interaction).